This data is from Forward reaction prediction with 1.9M reactions from USPTO patents (1976-2016). The task is: Predict the product of the given reaction. (1) Given the reactants Cl.[F:2][C:3]([F:29])([F:28])[C:4]1[CH:5]=[C:6]([CH:21]=[C:22]([C:24]([F:27])([F:26])[F:25])[CH:23]=1)[CH2:7][O:8][C@H:9]1[CH2:14][CH2:13][NH:12][CH2:11][C@H:10]1[C:15]1[CH:20]=[CH:19][CH:18]=[CH:17][CH:16]=1.[C:30]1([N:36]=[C:37]=[O:38])[CH:35]=[CH:34][CH:33]=[CH:32][CH:31]=1, predict the reaction product. The product is: [F:29][C:3]([F:2])([F:28])[C:4]1[CH:5]=[C:6]([CH:21]=[C:22]([C:24]([F:27])([F:25])[F:26])[CH:23]=1)[CH2:7][O:8][C@H:9]1[CH2:14][CH2:13][N:12]([C:37]([NH:36][C:30]2[CH:35]=[CH:34][CH:33]=[CH:32][CH:31]=2)=[O:38])[CH2:11][C@H:10]1[C:15]1[CH:16]=[CH:17][CH:18]=[CH:19][CH:20]=1. (2) Given the reactants [CH3:1][O:2][C:3]1[C:8]2[N:9]=[CH:10][S:11][C:7]=2[CH:6]=[CH:5][CH:4]=1.[Li]CCCC.CN(C)[C:19](=[O:21])[CH3:20], predict the reaction product. The product is: [CH3:1][O:2][C:3]1[C:8]2[N:9]=[C:10]([C:19](=[O:21])[CH3:20])[S:11][C:7]=2[CH:6]=[CH:5][CH:4]=1. (3) Given the reactants [CH3:1][N:2]([CH3:15])[CH2:3][C:4]1[CH:9]=[CH:8][C:7]([CH:10]2[CH2:14][CH2:13][CH2:12][NH:11]2)=[CH:6][CH:5]=1.[Br:16][C:17]1[C:18]([OH:27])=[CH:19][C:20]([OH:26])=[C:21]([CH:25]=1)[C:22](O)=[O:23].C(N(C(C)C)CC)(C)C.P(F)(F)(F)(F)F.N1(OC(N(C)C)=[N+](C)C)C2N=CC=CC=2N=N1.C([O-])(O)=O.[Na+], predict the reaction product. The product is: [Br:16][C:17]1[CH:25]=[C:21]([C:22]([N:11]2[CH2:12][CH2:13][CH2:14][CH:10]2[C:7]2[CH:6]=[CH:5][C:4]([CH2:3][N:2]([CH3:15])[CH3:1])=[CH:9][CH:8]=2)=[O:23])[C:20]([OH:26])=[CH:19][C:18]=1[OH:27]. (4) Given the reactants Br[C:2]1[CH:3]=[C:4]2[C:9](=[CH:10][CH:11]=1)[N:8]=[CH:7][CH:6]=[C:5]2[S:12][C:13]1([C:17]([O:19][CH2:20][CH3:21])=[O:18])[CH2:16][CH2:15][CH2:14]1.[CH3:22][N:23](C)C=O, predict the reaction product. The product is: [C:22]([C:2]1[CH:3]=[C:4]2[C:9](=[CH:10][CH:11]=1)[N:8]=[CH:7][CH:6]=[C:5]2[S:12][C:13]1([C:17]([O:19][CH2:20][CH3:21])=[O:18])[CH2:16][CH2:15][CH2:14]1)#[N:23]. (5) The product is: [CH:5]1[C:6]([C@H:9]2[C@H:10]([CH2:17][O:18][C:19]3[CH:24]=[CH:23][C:22]4[O:25][CH2:26][O:27][C:21]=4[CH:20]=3)[CH2:11][NH:12][CH2:13][CH2:14]2)=[CH:7][CH:8]=[C:3]([F:2])[CH:4]=1.[ClH:30]. Given the reactants Cl.[F:2][C:3]1[CH:8]=[CH:7][C:6]([C@@H:9]2[CH2:14][CH2:13][N:12](CC)[CH2:11][C@H:10]2[CH2:17][O:18][C:19]2[CH:24]=[CH:23][C:22]3[O:25][CH2:26][O:27][C:21]=3[CH:20]=2)=[CH:5][CH:4]=1.[OH-].[Na+].[Cl:30]C(OC1C=CC=CC=1)=O.[OH-].[K+], predict the reaction product. (6) Given the reactants [CH:1]12[CH2:10][CH:5]3[CH2:6][CH:7]([CH2:9][CH:3]([CH2:4]3)[CH:2]1[NH:11][C:12]([N:14]1[CH2:19][CH2:18][C:17]3([C:28]4[C:23](=[CH:24][CH:25]=[CH:26][CH:27]=4)[CH2:22][NH:21][CH2:20]3)[CH2:16][CH2:15]1)=[O:13])[CH2:8]2.[C:29]1(=[O:36])[O:35][C:33](=[O:34])[CH2:32][CH2:31][CH2:30]1, predict the reaction product. The product is: [CH:1]12[CH2:10][CH:5]3[CH2:6][CH:7]([CH2:9][CH:3]([CH2:4]3)[CH:2]1[NH:11][C:12]([N:14]1[CH2:19][CH2:18][C:17]3([C:28]4[C:23](=[CH:24][CH:25]=[CH:26][CH:27]=4)[CH2:22][N:21]([C:29](=[O:36])[CH2:30][CH2:31][CH2:32][C:33]([OH:35])=[O:34])[CH2:20]3)[CH2:16][CH2:15]1)=[O:13])[CH2:8]2. (7) The product is: [Br:1][C:2]1[C:7]([F:8])=[CH:6][C:5]([N:9]2[C:18]3[C:13](=[CH:14][C:15]([S:19]([NH:35][C:31]4[N:30]=[N:29][CH:34]=[CH:33][CH:32]=4)(=[O:21])=[O:20])=[CH:16][CH:17]=3)[N:12]=[CH:11][C:10]2=[O:23])=[C:4]([O:24][CH3:25])[CH:3]=1. Given the reactants [Br:1][C:2]1[C:7]([F:8])=[CH:6][C:5]([N:9]2[C:18]3[C:13](=[CH:14][C:15]([S:19](Cl)(=[O:21])=[O:20])=[CH:16][CH:17]=3)[N:12]=[CH:11][C:10]2=[O:23])=[C:4]([O:24][CH3:25])[CH:3]=1.ClCCl.[N:29]1[CH:34]=[CH:33][CH:32]=[C:31]([NH2:35])[N:30]=1.N1C=CC=CC=1, predict the reaction product. (8) Given the reactants [CH3:1][S:2]([C:5]1[CH:6]=[C:7]([CH2:16]O)[CH:8]=[C:9]2[C:14]=1[N:13]=[CH:12][C:11]([CH3:15])=[CH:10]2)(=[O:4])=[O:3].O=S(Cl)[Cl:20], predict the reaction product. The product is: [Cl:20][CH2:16][C:7]1[CH:8]=[C:9]2[C:14](=[C:5]([S:2]([CH3:1])(=[O:4])=[O:3])[CH:6]=1)[N:13]=[CH:12][C:11]([CH3:15])=[CH:10]2. (9) Given the reactants [C:1]([C:5]1[CH:37]=[CH:36][C:8]([CH2:9][N:10]2[C:14](=[O:15])[N:13]([CH2:16][CH3:17])[C:12]([CH2:18][CH2:19][CH2:20][C:21]3[CH:26]=[CH:25][C:24](B4OC(C)(C)C(C)(C)O4)=[CH:23][CH:22]=3)=[N:11]2)=[CH:7][CH:6]=1)([CH3:4])([CH3:3])[CH3:2].C1(P(C2CCCCC2)C2C=CC=CC=2C2C(OC)=CC=CC=2OC)CCCCC1.Br[C:68]1[CH:69]=[C:70]([CH:74]2[CH2:76][CH:75]2[C:77]([O:79]CC)=[O:78])[CH:71]=[CH:72][CH:73]=1.P([O-])([O-])([O-])=O.[K+].[K+].[K+].[OH-].[Li+], predict the reaction product. The product is: [C:1]([C:5]1[CH:37]=[CH:36][C:8]([CH2:9][N:10]2[C:14](=[O:15])[N:13]([CH2:16][CH3:17])[C:12]([CH2:18][CH2:19][CH2:20][C:21]3[CH:22]=[CH:23][C:24]([C:72]4[CH:73]=[CH:68][CH:69]=[C:70]([CH:74]5[CH2:76][CH:75]5[C:77]([OH:79])=[O:78])[CH:71]=4)=[CH:25][CH:26]=3)=[N:11]2)=[CH:7][CH:6]=1)([CH3:4])([CH3:2])[CH3:3]. (10) Given the reactants C(OC(=O)[N:7]([CH2:10][CH:11]=[CH2:12])[CH2:8][CH3:9])(C)(C)C.[ClH:14], predict the reaction product. The product is: [ClH:14].[CH2:10]([NH:7][CH2:8][CH3:9])[CH:11]=[CH2:12].[CH2:10]([NH:7][CH2:8][CH3:9])[CH:11]=[CH2:12].